The task is: Predict which catalyst facilitates the given reaction.. This data is from Catalyst prediction with 721,799 reactions and 888 catalyst types from USPTO. (1) Reactant: [H-].[Na+].[Br:3][C:4]1[N:9]=[C:8]([NH:10][C:11](=[O:17])[O:12][C:13]([CH3:16])([CH3:15])[CH3:14])[CH:7]=[CH:6][CH:5]=1.[CH3:18]I. Product: [Br:3][C:4]1[N:9]=[C:8]([N:10]([CH3:18])[C:11](=[O:17])[O:12][C:13]([CH3:14])([CH3:16])[CH3:15])[CH:7]=[CH:6][CH:5]=1. The catalyst class is: 35. (2) Reactant: [C:1]1([C@H:13]2[CH2:18][CH2:17][C@H:16]([CH:19]=[N:20]O)[CH2:15][CH2:14]2)[N:2]=[N:3][N:4]2[C:9]=1[C:8]1[CH:10]=[CH:11][NH:12][C:7]=1[N:6]=[CH:5]2.FC(F)(F)S(OS(C(F)(F)F)(=O)=O)(=O)=O.N12CCCN=C1CCCCC2.O. Product: [C:1]1([C@H:13]2[CH2:14][CH2:15][C@H:16]([C:19]#[N:20])[CH2:17][CH2:18]2)[N:2]=[N:3][N:4]2[C:9]=1[C:8]1[CH:10]=[CH:11][NH:12][C:7]=1[N:6]=[CH:5]2. The catalyst class is: 4. (3) Reactant: [Cl:1][C:2]1[CH:7]=[CH:6][C:5]([C:8]2([C:12]3[C:21]4[C:16](=[CH:17][C:18]([O:22][CH2:23][CH2:24][NH:25][S:26]([CH2:29][CH2:30][CH3:31])(=[O:28])=[O:27])=[CH:19][CH:20]=4)[CH2:15][CH2:14][N:13]=3)[CH2:11][CH2:10][CH2:9]2)=[CH:4][CH:3]=1.O.[BH4-].[Na+]. Product: [ClH:1].[Cl:1][C:2]1[CH:7]=[CH:6][C:5]([C:8]2([CH:12]3[C:21]4[C:16](=[CH:17][C:18]([O:22][CH2:23][CH2:24][NH:25][S:26]([CH2:29][CH2:30][CH3:31])(=[O:27])=[O:28])=[CH:19][CH:20]=4)[CH2:15][CH2:14][NH:13]3)[CH2:9][CH2:10][CH2:11]2)=[CH:4][CH:3]=1. The catalyst class is: 5. (4) Reactant: [CH2:1]([O:8][C:9]([N:11]1[CH2:33][CH2:32][C:14]2[N:15]=[C:16](S(C)(=O)=O)[N:17]=[C:18]([NH:19][C:20]3[CH:24]=[C:23]([CH:25]4[CH2:27][CH2:26]4)[NH:22][N:21]=3)[C:13]=2[CH2:12]1)=[O:10])[C:2]1[CH:7]=[CH:6][CH:5]=[CH:4][CH:3]=1.[F:34][C:35]1[CH:40]=[CH:39][C:38]([C@@H:41]([NH2:43])[CH3:42])=[CH:37][CH:36]=1.CCN(C(C)C)C(C)C. Product: [CH2:1]([O:8][C:9]([N:11]1[CH2:33][CH2:32][C:14]2[N:15]=[C:16]([NH:43][C@H:41]([C:38]3[CH:39]=[CH:40][C:35]([F:34])=[CH:36][CH:37]=3)[CH3:42])[N:17]=[C:18]([NH:19][C:20]3[CH:24]=[C:23]([CH:25]4[CH2:27][CH2:26]4)[NH:22][N:21]=3)[C:13]=2[CH2:12]1)=[O:10])[C:2]1[CH:7]=[CH:6][CH:5]=[CH:4][CH:3]=1. The catalyst class is: 114. (5) Reactant: [NH2:1][C:2]1[CH:7]=[CH:6][C:5]([C:8]2[N:12]([CH3:13])[C:11]([C:14]#[N:15])=[CH:10][CH:9]=2)=[CH:4][CH:3]=1.[CH:16]([S:19](Cl)(=[O:21])=[O:20])([CH3:18])[CH3:17]. Product: [C:14]([C:11]1[N:12]([CH3:13])[C:8]([C:5]2[CH:6]=[CH:7][C:2]([NH:1][S:19]([CH:16]([CH3:18])[CH3:17])(=[O:21])=[O:20])=[CH:3][CH:4]=2)=[CH:9][CH:10]=1)#[N:15]. The catalyst class is: 6.